Task: Predict the reactants needed to synthesize the given product.. Dataset: Full USPTO retrosynthesis dataset with 1.9M reactions from patents (1976-2016) Given the product [N+:1]([C:6]1[CH:7]=[CH:8][CH:9]=[CH:10][C:5]=1[C:11]1([C:14]([OH:16])=[O:15])[CH2:13][CH2:12]1)([O-:4])=[O:2].[N+:1]([C:8]1[CH:9]=[CH:10][C:5]([C:11]2([C:14]([OH:16])=[O:15])[CH2:13][CH2:12]2)=[CH:6][CH:7]=1)([O-:3])=[O:2], predict the reactants needed to synthesize it. The reactants are: [N+:1]([O-:4])([OH:3])=[O:2].[C:5]1([C:11]2([C:14]([OH:16])=[O:15])[CH2:13][CH2:12]2)[CH:10]=[CH:9][CH:8]=[CH:7][CH:6]=1.